From a dataset of Merck oncology drug combination screen with 23,052 pairs across 39 cell lines. Regression. Given two drug SMILES strings and cell line genomic features, predict the synergy score measuring deviation from expected non-interaction effect. (1) Drug 1: CCC1=CC2CN(C1)Cc1c([nH]c3ccccc13)C(C(=O)OC)(c1cc3c(cc1OC)N(C)C1C(O)(C(=O)OC)C(OC(C)=O)C4(CC)C=CCN5CCC31C54)C2. Drug 2: C#Cc1cccc(Nc2ncnc3cc(OCCOC)c(OCCOC)cc23)c1. Cell line: OVCAR3. Synergy scores: synergy=-18.9. (2) Drug 1: CN(Cc1cnc2nc(N)nc(N)c2n1)c1ccc(C(=O)NC(CCC(=O)O)C(=O)O)cc1. Drug 2: O=C(NOCC(O)CO)c1ccc(F)c(F)c1Nc1ccc(I)cc1F. Cell line: T47D. Synergy scores: synergy=-10.5. (3) Drug 1: N.N.O=C(O)C1(C(=O)O)CCC1.[Pt]. Drug 2: Cn1c(=O)n(-c2ccc(C(C)(C)C#N)cc2)c2c3cc(-c4cnc5ccccc5c4)ccc3ncc21. Cell line: MDAMB436. Synergy scores: synergy=29.0. (4) Drug 1: Nc1ccn(C2OC(CO)C(O)C2(F)F)c(=O)n1. Drug 2: COC1CC2CCC(C)C(O)(O2)C(=O)C(=O)N2CCCCC2C(=O)OC(C(C)CC2CCC(OP(C)(C)=O)C(OC)C2)CC(=O)C(C)C=C(C)C(O)C(OC)C(=O)C(C)CC(C)C=CC=CC=C1C. Cell line: UWB1289BRCA1. Synergy scores: synergy=21.8. (5) Drug 1: CCC1(O)CC2CN(CCc3c([nH]c4ccccc34)C(C(=O)OC)(c3cc4c(cc3OC)N(C)C3C(O)(C(=O)OC)C(OC(C)=O)C5(CC)C=CCN6CCC43C65)C2)C1. Drug 2: CCN(CC)CCNC(=O)c1c(C)[nH]c(C=C2C(=O)Nc3ccc(F)cc32)c1C. Cell line: A2058. Synergy scores: synergy=1.69. (6) Drug 1: CN(C)C(=N)N=C(N)N. Drug 2: Cn1c(=O)n(-c2ccc(C(C)(C)C#N)cc2)c2c3cc(-c4cnc5ccccc5c4)ccc3ncc21. Cell line: A2780. Synergy scores: synergy=19.9. (7) Drug 1: COC12C(COC(N)=O)C3=C(C(=O)C(C)=C(N)C3=O)N1CC1NC12. Drug 2: C#Cc1cccc(Nc2ncnc3cc(OCCOC)c(OCCOC)cc23)c1. Cell line: MDAMB436. Synergy scores: synergy=-37.1. (8) Drug 1: C#Cc1cccc(Nc2ncnc3cc(OCCOC)c(OCCOC)cc23)c1. Drug 2: Cn1cc(-c2cnn3c(N)c(Br)c(C4CCCNC4)nc23)cn1. Cell line: SKMEL30. Synergy scores: synergy=24.9.